This data is from Forward reaction prediction with 1.9M reactions from USPTO patents (1976-2016). The task is: Predict the product of the given reaction. (1) Given the reactants [NH2:1][C:2]1[N:7]([CH3:8])[C:6](=[O:9])[C:5]([CH3:11])([CH3:10])[C@:4]([C:13]2[CH:18]=[C:17]([NH2:19])[CH:16]=[CH:15][C:14]=2[F:20])([CH3:12])[N:3]=1.[Cl:21][C:22]1[CH:23]=[CH:24][CH:25]=[C:26]2[C:30]=1[C:29](=O)[CH2:28][CH2:27]2.[B][B][B][B][B][B][B][B][B][B], predict the reaction product. The product is: [NH2:1][C:2]1[N:7]([CH3:8])[C:6](=[O:9])[C:5]([CH3:10])([CH3:11])[C@:4]([C:13]2[CH:18]=[C:17]([NH:19][CH:29]3[C:30]4[C:26](=[CH:25][CH:24]=[CH:23][C:22]=4[Cl:21])[CH2:27][CH2:28]3)[CH:16]=[CH:15][C:14]=2[F:20])([CH3:12])[N:3]=1. (2) Given the reactants C(C1[C:4]([N:12]2[CH2:17][CH2:16][CH:15]([N:18]3[CH2:24][CH2:23][C:22]4[CH:25]=[C:26]([O:29][CH3:30])[CH:27]=[CH:28][C:21]=4[NH:20][C:19]3=[O:31])[CH2:14][CH2:13]2)=[CH:5][C:6]([C:9](O)=[O:10])=NC=1)#N.Cl.[F:33][C:34]1[C:42]([F:43])=[CH:41][CH:40]=[C:39]2[C:35]=1[CH2:36][CH2:37][NH:38]2.CN(C(O[N:59]1N=[N:59][C:54]2[CH:55]=[CH:56][CH:56]=[CH:55][C:54]1=2)=[N+](C)C)C.[B-](F)(F)(F)F.C[N:67](C=O)C, predict the reaction product. The product is: [F:33][C:34]1[C:42]([F:43])=[CH:41][CH:40]=[C:39]2[C:35]=1[CH2:36][CH2:37][N:38]2[C:9]([C:6]1[C:55]([C:56]#[N:67])=[CH:54][N:59]=[C:4]([N:12]2[CH2:17][CH2:16][CH:15]([N:18]3[CH2:24][CH2:23][C:22]4[CH:25]=[C:26]([O:29][CH3:30])[CH:27]=[CH:28][C:21]=4[NH:20][C:19]3=[O:31])[CH2:14][CH2:13]2)[CH:5]=1)=[O:10]. (3) Given the reactants I[C:2]1[C:10]2[C:5](=[N:6][CH:7]=[C:8]([C:11]3[CH:16]=[C:15]([O:17][CH3:18])[C:14]([O:19][CH3:20])=[C:13]([O:21][CH3:22])[CH:12]=3)[N:9]=2)[N:4]([Si:23]([CH:30]([CH3:32])[CH3:31])([CH:27]([CH3:29])[CH3:28])[CH:24]([CH3:26])[CH3:25])[CH:3]=1.[Li]CCCC.CON(C)[C:41]([C:43]1([CH3:46])[CH2:45][CH2:44]1)=[O:42], predict the reaction product. The product is: [CH3:46][C:43]1([C:41]([C:2]2[C:10]3[C:5](=[N:6][CH:7]=[C:8]([C:11]4[CH:16]=[C:15]([O:17][CH3:18])[C:14]([O:19][CH3:20])=[C:13]([O:21][CH3:22])[CH:12]=4)[N:9]=3)[N:4]([Si:23]([CH:30]([CH3:32])[CH3:31])([CH:27]([CH3:29])[CH3:28])[CH:24]([CH3:26])[CH3:25])[CH:3]=2)=[O:42])[CH2:45][CH2:44]1. (4) The product is: [F:1][C:2]1[CH:17]=[C:16]([CH:15]=[CH:14][C:3]=1[O:4][C:5]1[CH:13]=[CH:12][CH:11]=[C:10]2[C:6]=1[CH:7]=[N:8][NH:9]2)[NH2:18]. Given the reactants [F:1][C:2]1[CH:17]=[C:16]([N+:18]([O-])=O)[CH:15]=[CH:14][C:3]=1[O:4][C:5]1[CH:13]=[CH:12][CH:11]=[C:10]2[C:6]=1[CH:7]=[N:8][NH:9]2, predict the reaction product. (5) Given the reactants C([O:8][C:9]1[C:14]([CH2:15][N:16]2[CH2:25][CH2:24][C:23]3[C:18](=[C:19]([Cl:35])[C:20]([C@@H:27]([CH:30]4[CH2:34][CH2:33][CH2:32][O:31]4)[CH2:28][OH:29])=[CH:21][C:22]=3[Cl:26])[C:17]2=[O:36])=[C:13]([CH3:37])[CH:12]=[C:11]([CH3:38])[N:10]=1)C1C=CC=CC=1, predict the reaction product. The product is: [Cl:26][C:22]1[CH:21]=[C:20]([C@@H:27]([C@H:30]2[CH2:34][CH2:33][CH2:32][O:31]2)[CH2:28][OH:29])[C:19]([Cl:35])=[C:18]2[C:23]=1[CH2:24][CH2:25][N:16]([CH2:15][C:14]1[C:9](=[O:8])[NH:10][C:11]([CH3:38])=[CH:12][C:13]=1[CH3:37])[C:17]2=[O:36]. (6) Given the reactants [Na].[O-]CC.[Na+].[C:6]([O:14]CC)(=O)[CH2:7][C:8]([O:10][CH2:11][CH3:12])=[O:9].[NH2:17][C:18]1[N:22]([C:23]2[CH:28]=[CH:27][CH:26]=[CH:25][CH:24]=2)[N:21]=[CH:20][C:19]=1[C:29]#[N:30], predict the reaction product. The product is: [CH2:11]([O:10][C:8]([C:7]1[C:6](=[O:14])[NH:17][C:18]2[N:22]([C:23]3[CH:28]=[CH:27][CH:26]=[CH:25][CH:24]=3)[N:21]=[CH:20][C:19]=2[C:29]=1[NH2:30])=[O:9])[CH3:12]. (7) Given the reactants Br[C:2]1[CH:18]=[CH:17][C:5]2[NH:6][C:7]([CH:9]=[CH:10][CH:11]3[CH2:16][CH2:15][CH2:14][CH2:13][CH2:12]3)=[N:8][C:4]=2[CH:3]=1.[F:19][C:20]([F:32])([F:31])[O:21][C:22]1[CH:27]=[CH:26][CH:25]=[CH:24][C:23]=1B(O)O.C(=O)([O-])[O-].[Na+].[Na+].C(OCC)(=O)C, predict the reaction product. The product is: [CH:11]1([CH:10]=[CH:9][C:7]2[NH:6][C:5]3[CH:17]=[CH:18][C:2]([C:23]4[CH:24]=[CH:25][CH:26]=[CH:27][C:22]=4[O:21][C:20]([F:19])([F:32])[F:31])=[CH:3][C:4]=3[N:8]=2)[CH2:16][CH2:15][CH2:14][CH2:13][CH2:12]1.